The task is: Predict which catalyst facilitates the given reaction.. This data is from Catalyst prediction with 721,799 reactions and 888 catalyst types from USPTO. (1) Reactant: [CH2:1]([CH:3]1[C:12]2[C:7](=[CH:8][C:9]([N+:13]([O-:15])=[O:14])=[CH:10][CH:11]=2)[C:6](=[O:16])[NH:5][C:4]1=[O:17])[CH3:2].[H-].[Na+].Br[CH2:21][CH:22]1[CH2:24][CH2:23]1.O. Product: [CH:22]1([CH2:21][N:5]2[C:4](=[O:17])[CH:3]([CH2:1][CH3:2])[C:12]3[C:7](=[CH:8][C:9]([N+:13]([O-:15])=[O:14])=[CH:10][CH:11]=3)[C:6]2=[O:16])[CH2:24][CH2:23]1. The catalyst class is: 3. (2) Reactant: C(OC(=O)[NH:7][CH2:8][CH:9]1[CH2:12][NH:11][CH2:10]1)(C)(C)C.Cl[C:15]1[C:24]2[C:19](=[CH:20][C:21]([O:27][CH3:28])=[C:22]([O:25][CH3:26])[CH:23]=2)[N:18]=[CH:17][N:16]=1.C(O)(C(F)(F)F)=O.C(Cl)Cl. Product: [CH3:26][O:25][C:22]1[CH:23]=[C:24]2[C:19](=[CH:20][C:21]=1[O:27][CH3:28])[N:18]=[CH:17][N:16]=[C:15]2[N:11]1[CH2:10][CH:9]([CH2:8][NH2:7])[CH2:12]1. The catalyst class is: 32. (3) Reactant: [OH:1][C:2]([C@H:9]1[CH2:14][CH2:13][C@H:12]([NH:15]C(=O)OCC2C=CC=CC=2)[CH2:11][CH2:10]1)([C:4]1[S:5][CH:6]=[CH:7][N:8]=1)[CH3:3].B(Br)(Br)Br. Product: [NH2:15][C@H:12]1[CH2:13][CH2:14][C@H:9]([C:2]([C:4]2[S:5][CH:6]=[CH:7][N:8]=2)([OH:1])[CH3:3])[CH2:10][CH2:11]1. The catalyst class is: 98. (4) Reactant: C([NH:18][C@H:19]([C:29]([NH:31][C:32]1[CH:50]=[CH:49][C:35]([O:36][C:37]2[CH:38]=[C:39]3[C:43](=[CH:44][CH:45]=2)[NH:42][C:41]([NH2:46])=[C:40]3[C:47]#[N:48])=[CH:34][CH:33]=1)=[O:30])[CH2:20][O:21][C:22]([O:24][C:25]([CH3:28])([CH3:27])[CH3:26])=[O:23])(OCC1C2C(=CC=CC=2)C2C1=CC=CC=2)=O.N1CCCCC1. Product: [C:25]([O:24][C:22]([O:21][CH2:20][C@@H:19]([C:29]([NH:31][C:32]1[CH:50]=[CH:49][C:35]([O:36][C:37]2[CH:38]=[C:39]3[C:43](=[CH:44][CH:45]=2)[NH:42][C:41]([NH2:46])=[C:40]3[C:47]#[N:48])=[CH:34][CH:33]=1)=[O:30])[NH2:18])=[O:23])([CH3:28])([CH3:26])[CH3:27]. The catalyst class is: 22. (5) Reactant: C(O)(C(F)(F)F)=O.C(OC([NH:15][C:16]1[CH:21]=[CH:20][CH:19]=[C:18]([O:22][CH3:23])[C:17]=1[CH3:24])=O)(C)(C)C. Product: [CH3:23][O:22][C:18]1[C:17]([CH3:24])=[C:16]([CH:21]=[CH:20][CH:19]=1)[NH2:15]. The catalyst class is: 4. (6) The catalyst class is: 3. Reactant: CCN=C=NCCCN(C)C.C1C=CC2N(O)N=NC=2C=1.[Br:22][CH2:23][CH2:24][CH2:25][CH2:26][CH2:27][CH2:28][CH2:29][CH2:30][C:31]([OH:33])=O.[CH:34]([C:37]1[CH:43]=[CH:42][CH:41]=[C:40]([CH:44]([CH3:46])[CH3:45])[C:38]=1[NH2:39])([CH3:36])[CH3:35]. Product: [Br:22][CH2:23][CH2:24][CH2:25][CH2:26][CH2:27][CH2:28][CH2:29][CH2:30][C:31]([NH:39][C:38]1[C:40]([CH:44]([CH3:45])[CH3:46])=[CH:41][CH:42]=[CH:43][C:37]=1[CH:34]([CH3:36])[CH3:35])=[O:33].